This data is from Reaction yield outcomes from USPTO patents with 853,638 reactions. The task is: Predict the reaction yield, written as a fraction of the theoretical maximum amount of product (1.0 means a 100% yield; for example, 0.34 means a 34% yield). (1) The reactants are [CH2:1]([N:8]([CH2:19][C:20]1[CH:25]=[CH:24][CH:23]=[CH:22][CH:21]=1)[S:9]([C:12]1[CH:17]=[CH:16][CH:15]=[CH:14][C:13]=1Br)(=[O:11])=[O:10])[C:2]1[CH:7]=[CH:6][CH:5]=[CH:4][CH:3]=1.[C:26]([C:30]1[CH:34]=[C:33]([NH2:35])[N:32]([C:36]2[CH:41]=[CH:40][CH:39]=[CH:38][C:37]=2[CH3:42])[N:31]=1)([CH3:29])([CH3:28])[CH3:27].C(=O)([O-])[O-].[Cs+].[Cs+].C1C=CC(P(C2C(C3C(P(C4C=CC=CC=4)C4C=CC=CC=4)=CC=C4C=3C=CC=C4)=C3C(C=CC=C3)=CC=2)C2C=CC=CC=2)=CC=1. The catalyst is C1(C)C=CC=CC=1.C1C=CC(/C=C/C(/C=C/C2C=CC=CC=2)=O)=CC=1.C1C=CC(/C=C/C(/C=C/C2C=CC=CC=2)=O)=CC=1.C1C=CC(/C=C/C(/C=C/C2C=CC=CC=2)=O)=CC=1.[Pd].[Pd]. The product is [CH2:1]([N:8]([CH2:19][C:20]1[CH:25]=[CH:24][CH:23]=[CH:22][CH:21]=1)[S:9]([C:12]1[CH:17]=[CH:16][CH:15]=[CH:14][C:13]=1[NH:35][C:33]1[N:32]([C:36]2[CH:41]=[CH:40][CH:39]=[CH:38][C:37]=2[CH3:42])[N:31]=[C:30]([C:26]([CH3:29])([CH3:28])[CH3:27])[CH:34]=1)(=[O:11])=[O:10])[C:2]1[CH:7]=[CH:6][CH:5]=[CH:4][CH:3]=1. The yield is 0.770. (2) The catalyst is O1CCCC1.C1C=CC(P(C2C=CC=CC=2)[C-]2C=CC=C2)=CC=1.C1C=CC(P(C2C=CC=CC=2)[C-]2C=CC=C2)=CC=1.Cl[Pd]Cl.[Fe+2].ClCCl.[Cu]I. The yield is 0.200. The reactants are Br[C:2]1[CH:3]=[C:4]([C:16]([F:19])([F:18])[F:17])[C:5]2[N:6]([C:8]([Cl:15])=[C:9]([C:11]([O:13][CH3:14])=[O:12])[N:10]=2)[CH:7]=1.[Br-].[CH:21]1([Zn+])[CH2:25][CH2:24][CH2:23][CH2:22]1. The product is [Cl:15][C:8]1[N:6]2[CH:7]=[C:2]([CH:21]3[CH2:25][CH2:24][CH2:23][CH2:22]3)[CH:3]=[C:4]([C:16]([F:19])([F:18])[F:17])[C:5]2=[N:10][C:9]=1[C:11]([O:13][CH3:14])=[O:12]. (3) The reactants are [NH2:1][C:2]1[C:3]([F:27])=[CH:4][C:5]([Cl:26])=[C:6]([CH:25]=1)[O:7][C:8]1[CH:22]=[CH:21][C:11]2[N:12]=[C:13]([NH:15][C:16]([CH:18]3[CH2:20][CH2:19]3)=[O:17])[S:14][C:10]=2[C:9]=1[C:23]#[N:24].[N:28]([C:31]1[CH:36]=[CH:35][C:34]([C:37]([F:40])([F:39])[F:38])=[CH:33][CH:32]=1)=[C:29]=[O:30]. The catalyst is CN(C)C=O.C(OCC)(=O)C. The product is [Cl:26][C:5]1[CH:4]=[C:3]([F:27])[C:2]([NH:1][C:29](=[O:30])[NH:28][C:31]2[CH:36]=[CH:35][C:34]([C:37]([F:38])([F:40])[F:39])=[CH:33][CH:32]=2)=[CH:25][C:6]=1[O:7][C:8]1[CH:22]=[CH:21][C:11]2[N:12]=[C:13]([NH:15][C:16]([CH:18]3[CH2:20][CH2:19]3)=[O:17])[S:14][C:10]=2[C:9]=1[C:23]#[N:24]. The yield is 0.520. (4) The reactants are [CH3:1][CH:2]([N:4]1[CH2:9][CH2:8][N:7]([C:10]2[CH:15]=[CH:14][C:13]([N+:16]([O-])=O)=[C:12]([O:19][CH3:20])[C:11]=2[CH3:21])[CH2:6][CH2:5]1)[CH3:3]. The catalyst is CO.[Ni]. The product is [CH3:21][C:11]1[C:12]([O:19][CH3:20])=[C:13]([CH:14]=[CH:15][C:10]=1[N:7]1[CH2:6][CH2:5][N:4]([CH:2]([CH3:3])[CH3:1])[CH2:9][CH2:8]1)[NH2:16]. The yield is 0.910. (5) The reactants are [F:1][C:2]([F:7])([F:6])[C:3]([OH:5])=[O:4].[NH2:8][CH2:9][CH2:10][O:11][C:12]1[C:17]2[CH:18]=[CH:19][CH:20]=[CH:21][C:16]=2[O:15][C:14](=[O:22])[CH:13]=1.C(N(C(C)C)CC)(C)C.C(OC([NH:39][C:40](N1C=CC=N1)=[N:41]C(OC(C)(C)C)=O)=O)(C)(C)C. The catalyst is C(#N)C. The product is [F:1][C:2]([F:7])([F:6])[C:3]([OH:5])=[O:4].[O:22]=[C:14]1[CH:13]=[C:12]([O:11][CH2:10][CH2:9][NH:8][C:40]([NH2:41])=[NH:39])[C:17]2[CH:18]=[CH:19][CH:20]=[CH:21][C:16]=2[O:15]1. The yield is 0.310. (6) The reactants are [CH2:1]([O:8][C:9]1[CH:10]=[C:11]([C:16]2[C:17](OS(C(F)(F)F)(=O)=O)=[N:18][CH:19]=[C:20]([CH:25]=2)[C:21]([O:23][CH3:24])=[O:22])[CH:12]=[CH:13][C:14]=1[Cl:15])[C:2]1[CH:7]=[CH:6][CH:5]=[CH:4][CH:3]=1.[CH3:34][C:35]1[CH:40]=[CH:39][CH:38]=[CH:37][C:36]=1B(O)O. No catalyst specified. The product is [CH2:1]([O:8][C:9]1[CH:10]=[C:11]([C:16]2[C:17]([C:36]3[CH:37]=[CH:38][CH:39]=[CH:40][C:35]=3[CH3:34])=[N:18][CH:19]=[C:20]([CH:25]=2)[C:21]([O:23][CH3:24])=[O:22])[CH:12]=[CH:13][C:14]=1[Cl:15])[C:2]1[CH:7]=[CH:6][CH:5]=[CH:4][CH:3]=1. The yield is 0.950. (7) The reactants are [C:1]([NH:4][C:5]1[S:20][C:8]2[CH2:9][N:10]([C:13]([O:15][C:16]([CH3:19])([CH3:18])[CH3:17])=[O:14])[CH2:11][CH2:12][C:7]=2[C:6]=1C(O)=O)(=[O:3])[CH3:2]. The catalyst is N1C2C(=CC=CC=2)C=CC=1.ClCCl.[Cu]. The product is [C:1]([NH:4][C:5]1[S:20][C:8]2[CH2:9][N:10]([C:13]([O:15][C:16]([CH3:19])([CH3:18])[CH3:17])=[O:14])[CH2:11][CH2:12][C:7]=2[CH:6]=1)(=[O:3])[CH3:2]. The yield is 0.480. (8) The reactants are [OH:1][C:2]1[CH:3]=[C:4]2[O:8][C:7]([C:9]3[CH:14]=[CH:13][CH:12]=[CH:11][CH:10]=3)=[N:6][C:5]2=[C:15]([C:17]([OH:19])=O)[CH:16]=1.Cl.C(N=C=NCCCN(C)C)C.ON1C2C=CC=CC=2N=N1.Cl.Cl.[NH2:44][C@H:45]1[CH:50]2[CH2:51][CH2:52][N:47]([CH2:48][CH2:49]2)[CH2:46]1.C(N(CC)CC)C. The catalyst is CN(C=O)C.ClCCl. The product is [N:47]12[CH2:52][CH2:51][CH:50]([CH2:49][CH2:48]1)[C@H:45]([NH:44][C:17]([C:15]1[CH:16]=[C:2]([OH:1])[CH:3]=[C:4]3[O:8][C:7]([C:9]4[CH:10]=[CH:11][CH:12]=[CH:13][CH:14]=4)=[N:6][C:5]=13)=[O:19])[CH2:46]2. The yield is 0.300.